From a dataset of Reaction yield outcomes from USPTO patents with 853,638 reactions. Predict the reaction yield, written as a fraction of the theoretical maximum amount of product (1.0 means a 100% yield; for example, 0.34 means a 34% yield). (1) The reactants are [CH2:1]([NH:3][C:4](=[O:27])[O:5][C:6]1[C:7]([CH3:26])=[C:8]2[N:13]([CH:14]=1)[N:12]=[CH:11][N:10]=[C:9]2[O:15][C:16]1[CH:21]=[CH:20][C:19]([N+:22]([O-])=O)=[CH:18][C:17]=1[F:25])[CH3:2].[NH4+].[Cl-]. The catalyst is C(O)C.[Zn]. The product is [CH2:1]([NH:3][C:4](=[O:27])[O:5][C:6]1[C:7]([CH3:26])=[C:8]2[N:13]([CH:14]=1)[N:12]=[CH:11][N:10]=[C:9]2[O:15][C:16]1[CH:21]=[CH:20][C:19]([NH2:22])=[CH:18][C:17]=1[F:25])[CH3:2]. The yield is 0.700. (2) The reactants are [O:1]1[C:5]2[CH:6]=[CH:7][C:8]([C:10]3([C:13]([NH:15][C:16]4[CH:17]=[C:18]5[C:22](=[CH:23][CH:24]=4)[NH:21][C:20]([C:25]([CH3:28])([CH3:27])[CH3:26])=[CH:19]5)=[O:14])[CH2:12][CH2:11]3)=[CH:9][C:4]=2[O:3][CH2:2]1.[BH3-]C#N.[Na+]. The catalyst is C(O)(=O)C. The product is [O:1]1[C:5]2[CH:6]=[CH:7][C:8]([C:10]3([C:13]([NH:15][C:16]4[CH:17]=[C:18]5[C:22](=[CH:23][CH:24]=4)[NH:21][CH:20]([C:25]([CH3:28])([CH3:27])[CH3:26])[CH2:19]5)=[O:14])[CH2:12][CH2:11]3)=[CH:9][C:4]=2[O:3][CH2:2]1. The yield is 0.890. (3) The reactants are [CH3:1][O:2][C:3]1[CH:4]=[C:5]2[C:10](=[CH:11][C:12]=1[O:13][CH3:14])[N:9]=[C:8]([S:15][CH3:16])[CH:7]=[C:6]2[O:17][C:18]1[CH:23]=[CH:22][C:21]([NH2:24])=[CH:20][C:19]=1[F:25].[F:26][C:27]1[CH:32]=[CH:31][C:30]([NH:33][C:34]([C:36]2([C:39](O)=[O:40])[CH2:38][CH2:37]2)=[O:35])=[CH:29][CH:28]=1.CN(C(ON1N=NC2C=CC=NC1=2)=[N+](C)C)C.F[P-](F)(F)(F)(F)F.O. The catalyst is CN(C=O)C. The product is [CH3:1][O:2][C:3]1[CH:4]=[C:5]2[C:10](=[CH:11][C:12]=1[O:13][CH3:14])[N:9]=[C:8]([S:15][CH3:16])[CH:7]=[C:6]2[O:17][C:18]1[CH:23]=[CH:22][C:21]([NH:24][C:39]([C:36]2([C:34]([NH:33][C:30]3[CH:31]=[CH:32][C:27]([F:26])=[CH:28][CH:29]=3)=[O:35])[CH2:38][CH2:37]2)=[O:40])=[CH:20][C:19]=1[F:25]. The yield is 0.110. (4) The reactants are I[C:2]1[N:6]2[CH:7]=[C:8]([C:11]([O:13][CH3:14])=[O:12])[CH:9]=[CH:10][C:5]2=[N:4][CH:3]=1.C([Sn](CCCC)(CCCC)[C:20]1[CH:25]=[CH:24][CH:23]=[CH:22][N:21]=1)CCC.C1(C)C=CC=CC=1. The catalyst is C(OCC)(=O)C.C1C=CC([P]([Pd]([P](C2C=CC=CC=2)(C2C=CC=CC=2)C2C=CC=CC=2)([P](C2C=CC=CC=2)(C2C=CC=CC=2)C2C=CC=CC=2)[P](C2C=CC=CC=2)(C2C=CC=CC=2)C2C=CC=CC=2)(C2C=CC=CC=2)C2C=CC=CC=2)=CC=1. The product is [N:21]1[CH:22]=[CH:23][CH:24]=[CH:25][C:20]=1[C:2]1[N:6]2[CH:7]=[C:8]([C:11]([O:13][CH3:14])=[O:12])[CH:9]=[CH:10][C:5]2=[N:4][CH:3]=1. The yield is 0.750.